This data is from Forward reaction prediction with 1.9M reactions from USPTO patents (1976-2016). The task is: Predict the product of the given reaction. (1) Given the reactants [S:1]1[CH:5]=[CH:4][CH:3]=[C:2]1[CH2:6][NH:7][C:8]([C:10]1[N:11]=[C:12]2[C:17]([C:18]([F:21])([F:20])[F:19])=[CH:16][C:15](Br)=[CH:14][N:13]2[C:23]=1[Cl:24])=[O:9].C([Si](C(C)C)(C(C)C)[N:29]1[CH:33]=[CH:32][C:31](B(O)O)=[CH:30]1)(C)C.C([O-])([O-])=O.[K+].[K+], predict the reaction product. The product is: [S:1]1[CH:5]=[CH:4][CH:3]=[C:2]1[CH2:6][NH:7][C:8]([C:10]1[N:11]=[C:12]2[C:17]([C:18]([F:21])([F:20])[F:19])=[CH:16][C:15]([C:31]3[CH:32]=[CH:33][NH:29][CH:30]=3)=[CH:14][N:13]2[C:23]=1[Cl:24])=[O:9]. (2) The product is: [F:38][C:37]([F:40])([F:39])[S:34]([O:17][C:13]1[C:14]([CH3:16])=[CH:15][C:9]2[S:8][C:7]([NH:6][C:4]([NH:3][CH2:1][CH3:2])=[O:5])=[N:11][C:10]=2[CH:12]=1)(=[O:36])=[O:35]. Given the reactants [CH2:1]([NH:3][C:4]([NH:6][C:7]1[S:8][C:9]2[CH:15]=[C:14]([CH3:16])[C:13]([OH:17])=[CH:12][C:10]=2[N:11]=1)=[O:5])[CH3:2].CCN(C(C)C)C(C)C.C1(N([S:34]([C:37]([F:40])([F:39])[F:38])(=[O:36])=[O:35])[S:34]([C:37]([F:40])([F:39])[F:38])(=[O:36])=[O:35])C=CC=CC=1, predict the reaction product.